Dataset: Experimentally validated miRNA-target interactions with 360,000+ pairs, plus equal number of negative samples. Task: Binary Classification. Given a miRNA mature sequence and a target amino acid sequence, predict their likelihood of interaction. (1) The miRNA is hsa-miR-505-5p with sequence GGGAGCCAGGAAGUAUUGAUGU. The protein sequence of the target gene is MSLGRLLRRASSKASDLLTLTPGGSGSGSPSVLDGEIIYSKNNVCVHPPEGLQGLGEHHPGYLCLYMEKDEMLGATLILAWVPNSRIQRQDEEALRYITPESSPVRKAPRPRGRRTRSSGASHQPSPTELRPTLTPKDEDILVVAQSVPDRMLASPAPEDEEKLAQGLGVDGAQPASQPACSPSGILSTVSPQDVTEEGREPRPEAGEEDGSLELSAEGVSRDSSFDSDSDTFSSPFCLSPISAALAESRGSVFLESDSSPPSSSDAGLRFPDSNGLLQTPRWDEPQRVCALEQICGVFR.... Result: 1 (interaction). (2) The miRNA is hsa-miR-26b-5p with sequence UUCAAGUAAUUCAGGAUAGGU. The protein sequence of the target gene is MERLCSDGFAFPHYYIKPYHLKRIHRAVLRGNLEKLKYLLLTYYDANKRDRKERTALHLACATGQPEMVHLLVSRRCELNLCDREDRTPLIKAVQLRQEACATLLLQNGADPNITDVFGRTALHYAVYNEDTSMIEKLLSHGTNIEECSKNEYQPLLLAVSRRKVKMVEFLLKKKANVNAIDYLGRSALILAVTLGEKDIVILLLQHNIDVFSRDVYGKLAEDYASEAENRVIFDLIYEYKRKRYEDLPINSNPVSPQKQRAEKATSDDKDSVSNIATEIKEGPISGTVSSQKQPAEKAT.... Result: 1 (interaction).